Predict the reactants needed to synthesize the given product. From a dataset of Full USPTO retrosynthesis dataset with 1.9M reactions from patents (1976-2016). (1) Given the product [CH3:34][C:32]1[CH:31]=[CH:30][N:29]=[C:28]([CH2:27][O:20][C:17]2[CH:18]=[CH:19][C:14]([CH2:13][C:10]3[CH:9]=[C:8]([C:7]4[C:2]([NH2:1])=[N:3][C:4]([NH2:21])=[CH:5][CH:6]=4)[O:12][N:11]=3)=[CH:15][CH:16]=2)[CH:33]=1, predict the reactants needed to synthesize it. The reactants are: [NH2:1][C:2]1[C:7]([C:8]2[O:12][N:11]=[C:10]([CH2:13][C:14]3[CH:19]=[CH:18][C:17]([OH:20])=[CH:16][CH:15]=3)[CH:9]=2)=[CH:6][CH:5]=[C:4]([NH2:21])[N:3]=1.CO.[OH-].[Na+].Cl[CH2:27][C:28]1[CH:33]=[C:32]([CH3:34])[CH:31]=[CH:30][N:29]=1. (2) Given the product [C:20]([O:19][C:17]([N:14]1[CH2:15][CH2:16][CH:11]([N:8]2[CH2:9][CH2:10][C@H:6]([O:5][C:26]3[CH:27]=[CH:28][C:29]([C:32]([O:34][CH3:35])=[O:33])=[N:30][CH:31]=3)[C:7]2=[O:24])[CH2:12][CH2:13]1)=[O:18])([CH3:23])([CH3:22])[CH3:21], predict the reactants needed to synthesize it. The reactants are: CS([O:5][C@@H:6]1[CH2:10][CH2:9][N:8]([CH:11]2[CH2:16][CH2:15][N:14]([C:17]([O:19][C:20]([CH3:23])([CH3:22])[CH3:21])=[O:18])[CH2:13][CH2:12]2)[C:7]1=[O:24])(=O)=O.O[C:26]1[CH:27]=[CH:28][C:29]([C:32]([O:34][CH3:35])=[O:33])=[N:30][CH:31]=1.C(=O)([O-])[O-].[K+].[K+]. (3) Given the product [Cl:18][C:19]1[CH:20]=[CH:21][C:22]([N:25]2[C:4](=[O:5])[C:6]3[O:10][N:9]=[C:8]([C:11]4[CH:12]=[CH:13][CH:14]=[CH:15][CH:16]=4)[C:7]=3[N:17]=[C:26]2[C:27]2[CH:28]=[CH:29][C:30]([CH:33]([CH3:35])[CH3:34])=[CH:31][CH:32]=2)=[CH:23][CH:24]=1, predict the reactants needed to synthesize it. The reactants are: C(O[C:4]([C:6]1[O:10][N:9]=[C:8]([C:11]2[CH:16]=[CH:15][CH:14]=[CH:13][CH:12]=2)[C:7]=1[NH2:17])=[O:5])C.[Cl:18][C:19]1[CH:24]=[CH:23][C:22]([NH:25][C:26](=O)[C:27]2[CH:32]=[CH:31][C:30]([CH:33]([CH3:35])[CH3:34])=[CH:29][CH:28]=2)=[CH:21][CH:20]=1. (4) Given the product [O:21]=[C:6]1[NH:5][C:4]2[C:9](=[CH:10][CH:11]=[C:2]([S:22][C:23]3[CH:24]=[C:25]([C:29]4([C:35]#[N:36])[CH2:30][CH2:31][O:32][CH2:33][CH2:34]4)[CH:26]=[CH:27][CH:28]=3)[CH:3]=2)[N:8]2[C:12]([C:15]3[CH:20]=[CH:19][CH:18]=[CH:17][CH:16]=3)=[N:13][N:14]=[C:7]12, predict the reactants needed to synthesize it. The reactants are: Br[C:2]1[CH:3]=[C:4]2[C:9](=[CH:10][CH:11]=1)[N:8]1[C:12]([C:15]3[CH:20]=[CH:19][CH:18]=[CH:17][CH:16]=3)=[N:13][N:14]=[C:7]1[C:6](=[O:21])[NH:5]2.[SH:22][C:23]1[CH:24]=[C:25]([C:29]2([C:35]#[N:36])[CH2:34][CH2:33][O:32][CH2:31][CH2:30]2)[CH:26]=[CH:27][CH:28]=1.CCN(C(C)C)C(C)C.C1(P(C2C=CC=CC=2)C2C3OC4C(=CC=CC=4P(C4C=CC=CC=4)C4C=CC=CC=4)C(C)(C)C=3C=CC=2)C=CC=CC=1. (5) The reactants are: [CH3:1][C:2]1[NH:6][N:5]=[C:4]([C:7](O)=O)[CH:3]=1.O.ON1C2C=CC=CC=2N=N1.C(N(CC)CC)C.Cl.CN(C)CCCN=C=NCC.[CH2:40]([O:42][C:43](=[O:59])[CH2:44][N:45]1[C:53]2[C:48](=[CH:49][C:50]([NH2:55])=[C:51]([NH2:54])[CH:52]=2)[C:47]([CH3:57])([CH3:56])[C:46]1=[O:58])[CH3:41].C(OC(=O)CI)C.C(=O)(O)[O-]. Given the product [CH2:40]([O:42][C:43](=[O:59])[CH2:44][N:45]1[C:53]2[CH:52]=[C:51]3[NH:54][C:7]([C:4]4[CH:3]=[C:2]([CH3:1])[NH:6][N:5]=4)=[N:55][C:50]3=[CH:49][C:48]=2[C:47]([CH3:56])([CH3:57])[C:46]1=[O:58])[CH3:41], predict the reactants needed to synthesize it. (6) Given the product [C:1]([C:3]1[CH:4]=[CH:5][C:6]([C:9]2[C:10]3[N:11]([C:26]([CH2:29][CH3:30])=[CH:27][CH:28]=3)[N:12]=[C:13]([CH2:20][C:21]([OH:23])=[O:22])[C:14]=2[C:15]([O:17][CH2:18][CH3:19])=[O:16])=[CH:7][CH:8]=1)#[N:2], predict the reactants needed to synthesize it. The reactants are: [C:1]([C:3]1[CH:8]=[CH:7][C:6]([C:9]2[C:10]3[N:11]([C:26]([CH2:29][CH3:30])=[CH:27][CH:28]=3)[N:12]=[C:13]([CH2:20][C:21]([O:23]CC)=[O:22])[C:14]=2[C:15]([O:17][CH2:18][CH3:19])=[O:16])=[CH:5][CH:4]=1)#[N:2].O1CCCC1.[OH-].[K+]. (7) Given the product [CH3:18][N:15]1[CH2:14][CH2:13][N:12]([C:8]2[N:7]3[C:3]([CH2:2][NH:1][C:33](=[O:34])[O:35][CH2:36][CH3:37])=[C:4]([CH2:19][N:20]([CH3:31])[C@@H:21]4[C:30]5[N:29]=[CH:28][CH:27]=[CH:26][C:25]=5[CH2:24][CH2:23][CH2:22]4)[N:5]=[C:6]3[CH:11]=[CH:10][CH:9]=2)[CH2:17][CH2:16]1, predict the reactants needed to synthesize it. The reactants are: [NH2:1][CH2:2][C:3]1[N:7]2[C:8]([N:12]3[CH2:17][CH2:16][N:15]([CH3:18])[CH2:14][CH2:13]3)=[CH:9][CH:10]=[CH:11][C:6]2=[N:5][C:4]=1[CH2:19][N:20]([CH3:31])[C@@H:21]1[C:30]2[N:29]=[CH:28][CH:27]=[CH:26][C:25]=2[CH2:24][CH2:23][CH2:22]1.Cl[C:33]([O:35][CH2:36][CH3:37])=[O:34].